From a dataset of Forward reaction prediction with 1.9M reactions from USPTO patents (1976-2016). Predict the product of the given reaction. (1) Given the reactants C([O:3][C:4]([C:6]1[C:11]([O:12][CH2:13][C:14]([O:16][CH2:17][CH3:18])=[O:15])=[CH:10][CH:9]=[CH:8][N:7]=1)=O)C.[O-]CC.[Na+], predict the reaction product. The product is: [OH:3][C:4]1[C:6]2=[N:7][CH:8]=[CH:9][CH:10]=[C:11]2[O:12][C:13]=1[C:14]([O:16][CH2:17][CH3:18])=[O:15]. (2) Given the reactants [NH:1]1[C:9]2[C:4](=[CH:5][CH:6]=[CH:7][CH:8]=2)[C:3]([C:10]2[NH:14][C:13]3[CH:15]=[CH:16][C:17]([C:19]([OH:21])=O)=[CH:18][C:12]=3[N:11]=2)=[N:2]1.[C:22]([NH2:30])(=O)[C:23]1[CH:28]=[CH:27][CH:26]=[CH:25][CH:24]=1, predict the reaction product. The product is: [CH2:22]([NH:30][C:19]([C:17]1[CH:16]=[CH:15][C:13]2[NH:14][C:10]([C:3]3[C:4]4[C:9](=[CH:8][CH:7]=[CH:6][CH:5]=4)[NH:1][N:2]=3)=[N:11][C:12]=2[CH:18]=1)=[O:21])[C:23]1[CH:28]=[CH:27][CH:26]=[CH:25][CH:24]=1. (3) Given the reactants [Na+].[C:2]([O:5][C:6]1[CH:11]=[CH:10][C:9]([S:12]([O-:15])(=O)=[O:13])=[CH:8][CH:7]=1)(=[O:4])[CH3:3].CN(C)C=O.S(Cl)([Cl:23])=O, predict the reaction product. The product is: [Cl:23][S:12]([C:9]1[CH:10]=[CH:11][C:6]([O:5][C:2](=[O:4])[CH3:3])=[CH:7][CH:8]=1)(=[O:15])=[O:13].